Dataset: Forward reaction prediction with 1.9M reactions from USPTO patents (1976-2016). Task: Predict the product of the given reaction. (1) Given the reactants C[O:2][C:3](=[O:15])[CH2:4][C:5]1[C:9]2[CH:10]=[CH:11][C:12]([OH:14])=[CH:13][C:8]=2[O:7][CH:6]=1.[F:16][C:17]([F:35])([F:34])[C:18]1[CH:33]=[CH:32][C:21]([CH2:22][O:23][C:24]2[CH:29]=[CH:28][CH:27]=[CH:26][C:25]=2[CH2:30]Cl)=[CH:20][CH:19]=1, predict the reaction product. The product is: [F:16][C:17]([F:34])([F:35])[C:18]1[CH:33]=[CH:32][C:21]([CH2:22][O:23][C:24]2[CH:29]=[CH:28][CH:27]=[CH:26][C:25]=2[CH2:30][O:14][C:12]2[CH:11]=[CH:10][C:9]3[C:5]([CH2:4][C:3]([OH:2])=[O:15])=[CH:6][O:7][C:8]=3[CH:13]=2)=[CH:20][CH:19]=1. (2) The product is: [O:12]1[CH2:13][CH:14]=[C:15]([C:6]2[CH:7]=[CH:8][C:3]([C:1]#[N:2])=[CH:4][CH:5]=2)[CH2:16][CH2:17]1. Given the reactants [C:1]([C:3]1[CH:8]=[CH:7][C:6](B(O)O)=[CH:5][CH:4]=1)#[N:2].[O:12]1[CH2:17][CH:16]=[C:15](OS(C(F)(F)F)(=O)=O)[CH2:14][CH2:13]1.C(=O)([O-])[O-].[Na+].[Na+].O, predict the reaction product. (3) Given the reactants [NH2:1][C:2]1[CH:22]=[CH:21][C:5]2[N:6]([C:15]3[CH:20]=[CH:19][CH:18]=[CH:17][CH:16]=3)[C:7]([C:9]3[CH:14]=[CH:13][CH:12]=[CH:11][CH:10]=3)=[N:8][C:4]=2[CH:3]=1.[CH3:23][O:24][C:25]1[CH:30]=[CH:29][C:28]([S:31](Cl)(=[O:33])=[O:32])=[CH:27][CH:26]=1, predict the reaction product. The product is: [C:15]1([N:6]2[C:5]3[CH:21]=[CH:22][C:2]([N:1]([S:31]([C:28]4[CH:27]=[CH:26][C:25]([O:24][CH3:23])=[CH:30][CH:29]=4)(=[O:33])=[O:32])[S:31]([C:28]4[CH:29]=[CH:30][C:25]([O:24][CH3:23])=[CH:26][CH:27]=4)(=[O:33])=[O:32])=[CH:3][C:4]=3[N:8]=[C:7]2[C:9]2[CH:14]=[CH:13][CH:12]=[CH:11][CH:10]=2)[CH:16]=[CH:17][CH:18]=[CH:19][CH:20]=1.